Dataset: Reaction yield outcomes from USPTO patents with 853,638 reactions. Task: Predict the reaction yield, written as a fraction of the theoretical maximum amount of product (1.0 means a 100% yield; for example, 0.34 means a 34% yield). (1) The reactants are C(N1C=CN=C1)(N1C=CN=C1)=O.C(OC([NH:20][CH2:21][CH2:22][CH2:23][N:24]1[C:28]2[CH:29]=[C:30]([C:33](O)=[O:34])[CH:31]=[CH:32][C:27]=2[N:26]=[C:25]1[NH:36][C:37]1[CH:42]=[C:41]([O:43][CH3:44])[C:40]([O:45][CH3:46])=[C:39]([O:47][CH3:48])[CH:38]=1)=O)(C)(C)C.[NH:49]1[CH2:54][CH2:53][CH2:52][CH2:51][CH2:50]1.[ClH:55]. The catalyst is C(Cl)(Cl)Cl.O1CCCC1.CN(C)C=O.ClCCl.C(OCC)(=O)C. The product is [ClH:55].[ClH:55].[NH2:20][CH2:21][CH2:22][CH2:23][N:24]1[C:28]2[CH:29]=[C:30]([C:33]([N:49]3[CH2:54][CH2:53][CH2:52][CH2:51][CH2:50]3)=[O:34])[CH:31]=[CH:32][C:27]=2[N:26]=[C:25]1[NH:36][C:37]1[CH:42]=[C:41]([O:43][CH3:44])[C:40]([O:45][CH3:46])=[C:39]([O:47][CH3:48])[CH:38]=1. The yield is 0.650. (2) The reactants are [C:1]([C:5]1[O:6][C:7]2[C:13]([C:14]([O:16]C)=[O:15])=[CH:12][CH:11]=[CH:10][C:8]=2[N:9]=1)([CH3:4])([CH3:3])[CH3:2].O.[OH-].[Li+].Cl. The catalyst is O1CCCC1.O. The product is [C:1]([C:5]1[O:6][C:7]2[C:13]([C:14]([OH:16])=[O:15])=[CH:12][CH:11]=[CH:10][C:8]=2[N:9]=1)([CH3:4])([CH3:2])[CH3:3]. The yield is 0.860. (3) The reactants are [C:1]([C:5]1[CH:6]=[C:7]([C:12](=[O:14])[CH3:13])[CH:8]=[CH:9][C:10]=1[OH:11])([CH3:4])([CH3:3])[CH3:2].[Br:15]N1C(=O)CCC1=O. The catalyst is C(#N)C. The product is [Br:15][C:9]1[C:10]([OH:11])=[C:5]([C:1]([CH3:4])([CH3:2])[CH3:3])[CH:6]=[C:7]([C:12](=[O:14])[CH3:13])[CH:8]=1. The yield is 0.991.